Dataset: Full USPTO retrosynthesis dataset with 1.9M reactions from patents (1976-2016). Task: Predict the reactants needed to synthesize the given product. (1) The reactants are: [CH2:1]([Mg]Cl)[CH2:2][CH3:3].Cl[C:7]1[CH:8]=[C:9]([CH:14]=[CH:15][N:16]=1)[C:10]([O:12][CH3:13])=[O:11].CN1C(=O)CCC1. Given the product [CH2:1]([C:7]1[CH:8]=[C:9]([CH:14]=[CH:15][N:16]=1)[C:10]([O:12][CH3:13])=[O:11])[CH2:2][CH3:3], predict the reactants needed to synthesize it. (2) Given the product [F:1][C:2]1[S:6][C:5]2[CH:7]=[CH:8][C:9]([CH2:11][Br:12])=[CH:10][C:4]=2[CH:3]=1, predict the reactants needed to synthesize it. The reactants are: [F:1][C:2]1[S:6][C:5]2[CH:7]=[CH:8][C:9]([CH3:11])=[CH:10][C:4]=2[CH:3]=1.[Br:12]N1C(=O)CCC1=O. (3) Given the product [Cl:21][C:22]1[N:27]=[C:26]([CH2:28][C:14]([C:13]2[CH:18]=[CH:19][CH:20]=[C:11]([O:10][CH2:9][C:6]3[CH:5]=[CH:4][C:3]([O:2][CH3:1])=[CH:8][CH:7]=3)[CH:12]=2)=[O:16])[CH:25]=[CH:24][N:23]=1, predict the reactants needed to synthesize it. The reactants are: [CH3:1][O:2][C:3]1[CH:8]=[CH:7][C:6]([CH2:9][O:10][C:11]2[CH:12]=[C:13]([CH:18]=[CH:19][CH:20]=2)[C:14]([O:16]C)=O)=[CH:5][CH:4]=1.[Cl:21][C:22]1[N:27]=[C:26]([CH3:28])[CH:25]=[CH:24][N:23]=1.